From a dataset of Forward reaction prediction with 1.9M reactions from USPTO patents (1976-2016). Predict the product of the given reaction. (1) Given the reactants Br[C:2]1[CH:11]=[CH:10][C:5]([C:6]([O:8][CH3:9])=[O:7])=[CH:4][CH:3]=1.C(=O)([O-])[O-].[Na+].[Na+].[Br:18][C:19]1[CH:24]=[CH:23][C:22](OB(O)O)=[CH:21][CH:20]=1.O, predict the reaction product. The product is: [Br:18][C:19]1[CH:24]=[CH:23][C:22]([C:2]2[CH:11]=[CH:10][C:5]([C:6]([O:8][CH3:9])=[O:7])=[CH:4][CH:3]=2)=[CH:21][CH:20]=1. (2) Given the reactants [C:1]([O:5][C:6](=[O:11])[NH:7][CH2:8][CH2:9][OH:10])([CH3:4])([CH3:3])[CH3:2].[Br:12][C:13]1[N:22]=[CH:21][C:20]2[C:15](=[CH:16][CH:17]=[C:18](O)[CH:19]=2)[N:14]=1.C1(P(C2C=CC=CC=2)C2C=CC=CC=2)C=CC=CC=1.O1CCCC1.N(C(OC(C)C)=O)=NC(OC(C)C)=O, predict the reaction product. The product is: [Br:12][C:13]1[N:22]=[CH:21][C:20]2[C:15](=[CH:16][CH:17]=[C:18]([O:10][CH2:9][CH2:8][NH:7][C:6](=[O:11])[O:5][C:1]([CH3:4])([CH3:2])[CH3:3])[CH:19]=2)[N:14]=1. (3) The product is: [CH:36]1(/[C:34](/[CH3:35])=[CH:33]\[N:6]2[C:7]3[CH:8]=[CH:9][C:10]([CH3:13])=[CH:11][C:12]=3[C:4]3[CH2:3][N:2]([CH3:1])[CH2:15][CH2:14][C:5]2=3)[CH2:41][CH2:40][CH2:39][CH2:38][CH2:37]1. Given the reactants [CH3:1][N:2]1[CH2:15][CH2:14][C:5]2[NH:6][C:7]3[CH:8]=[CH:9][C:10]([CH3:13])=[CH:11][C:12]=3[C:4]=2[CH2:3]1.P([O-])([O-])([O-])=O.[K+].[K+].[K+].N1CCC[C@H]1C(O)=O.Br[CH:33]=[C:34]([CH:36]1[CH2:41][CH2:40][CH2:39][CH2:38][CH2:37]1)[CH3:35], predict the reaction product. (4) Given the reactants [Br:1][C:2]1[C:7]([F:8])=[CH:6][C:5]([OH:9])=[CH:4][C:3]=1[F:10].Br[CH2:12][CH2:13][O:14][CH3:15].C(=O)([O-])[O-].[K+].[K+], predict the reaction product. The product is: [Br:1][C:2]1[C:7]([F:8])=[CH:6][C:5]([O:9][CH2:12][CH2:13][O:14][CH3:15])=[CH:4][C:3]=1[F:10].